Dataset: Catalyst prediction with 721,799 reactions and 888 catalyst types from USPTO. Task: Predict which catalyst facilitates the given reaction. (1) Reactant: O1CCCC1CCO.C([O:16][C:17]1[CH:21]=[C:20](/[CH:22]=[CH:23]/[C:24]([O:26][CH2:27][CH3:28])=[O:25])[N:19]([CH2:29][CH3:30])[N:18]=1)C1C=CC=CC=1. Product: [CH2:29]([N:19]1[C:20]([CH2:22][CH2:23][C:24]([O:26][CH2:27][CH3:28])=[O:25])=[CH:21][C:17]([OH:16])=[N:18]1)[CH3:30]. The catalyst class is: 719. (2) Reactant: [CH3:1][C:2]1[CH:3]=[C:4]2[CH:10]=[CH:9][N:8]([Si](C(C)C)(C(C)C)C(C)C)[C:5]2=[N:6][CH:7]=1.[F-].O. Product: [CH3:1][C:2]1[CH:3]=[C:4]2[CH:10]=[CH:9][NH:8][C:5]2=[N:6][CH:7]=1. The catalyst class is: 7. (3) Reactant: Br[C:2]1[CH:7]=[CH:6][C:5]([O:8][CH3:9])=[C:4]([O:10][CH2:11][CH3:12])[CH:3]=1.C([Li])CCC.CCCCCC.[CH3:24][O:25][C:26]1[CH:33]=[CH:32][C:29]([CH:30]=[O:31])=[CH:28][C:27]=1[CH3:34]. Product: [CH2:11]([O:10][C:4]1[CH:3]=[C:2]([CH:30]([C:29]2[CH:32]=[CH:33][C:26]([O:25][CH3:24])=[C:27]([CH3:34])[CH:28]=2)[OH:31])[CH:7]=[CH:6][C:5]=1[O:8][CH3:9])[CH3:12]. The catalyst class is: 20.